This data is from Full USPTO retrosynthesis dataset with 1.9M reactions from patents (1976-2016). The task is: Predict the reactants needed to synthesize the given product. (1) Given the product [CH2:35]([C:42]1[CH:43]=[C:44]([C:68]([N+:71]([O-:73])=[O:72])=[CH:69][CH:70]=1)[CH2:45][C@@H:46]([C:61]([OH:63])=[O:62])[NH2:47])[C:36]1[CH:41]=[CH:40][CH:39]=[CH:38][CH:37]=1, predict the reactants needed to synthesize it. The reactants are: C(C1C=C2C(=CC=1)N(OC(OC(C)(C)C)=O)C(=O)[C@@H](NC(=O)OC(C)(C)C)C2)C1C=CC=CC=1.[CH2:35]([C:42]1[CH:43]=[C:44]([C:68]([N+:71]([O-:73])=[O:72])=[CH:69][CH:70]=1)[CH2:45][C@@H:46]([C:61]([O:63]C(C)(C)C)=[O:62])[N:47]=C(C1C=CC=CC=1)C1C=CC=CC=1)[C:36]1[CH:41]=[CH:40][CH:39]=[CH:38][CH:37]=1.FC(F)(F)C(O)=O. (2) Given the product [Br:12][C:13]1[CH:14]=[CH:15][C:16]([O:23][CH3:24])=[C:17]([S:19]([O-:21])=[O:20])[CH:18]=1.[Na+:5], predict the reactants needed to synthesize it. The reactants are: [O-]S([O-])=O.[Na+:5].[Na+].C([O-])(O)=O.[Na+].[Br:12][C:13]1[CH:14]=[CH:15][C:16]([O:23][CH3:24])=[C:17]([S:19](Cl)(=[O:21])=[O:20])[CH:18]=1. (3) Given the product [ClH:1].[Cl:1][C:2]1[CH:3]=[C:4]([F:19])[CH:5]=[C:6]2[C:10]=1[NH:9][C:8](=[O:11])[C:7]2([CH2:14][CH2:15][CH2:16][CH2:17][N:30]1[CH2:29][CH2:28][N:27]([C:23]2[CH:24]=[CH:25][CH:26]=[C:21]([Cl:20])[CH:22]=2)[CH2:32][CH2:31]1)[CH2:12][CH3:13], predict the reactants needed to synthesize it. The reactants are: [Cl:1][C:2]1[CH:3]=[C:4]([F:19])[CH:5]=[C:6]2[C:10]=1[NH:9][C:8](=[O:11])[C:7]2([CH2:14][CH2:15][CH2:16][CH2:17]Cl)[CH2:12][CH3:13].[Cl:20][C:21]1[CH:22]=[C:23]([N:27]2[CH2:32][CH2:31][NH:30][CH2:29][CH2:28]2)[CH:24]=[CH:25][CH:26]=1. (4) Given the product [Cl:1][C:2]1[CH:3]=[C:4]([CH:9]=[C:10]([OH:22])[CH:11]=1)[C:5]([O:7][CH3:8])=[O:6], predict the reactants needed to synthesize it. The reactants are: [Cl:1][C:2]1[CH:3]=[C:4]([CH:9]=[CH:10][CH:11]=1)[C:5]([O:7][CH3:8])=[O:6].CP(CCP(C)C)C.CC[O:22]CC. (5) Given the product [S:35]1[C:36]2[CH:41]=[CH:40][CH:39]=[CH:38][C:37]=2[C:33]([N:30]2[CH2:31][CH2:32][N:27]([CH2:26][CH2:25][CH2:24][C:21]3[CH:20]=[CH:19][C:18]([NH:17][C:16]([CH:15]4[C:10](=[O:9])[CH2:11][N:12]([CH3:13])[CH2:14]4)=[O:42])=[CH:23][CH:22]=3)[CH2:28][CH2:29]2)=[N:34]1, predict the reactants needed to synthesize it. The reactants are: CC(C)([O-])C.[K+].C([O:9][C:10](=O)[CH2:11][N:12]([CH2:14][CH2:15][C:16](=[O:42])[NH:17][C:18]1[CH:23]=[CH:22][C:21]([CH2:24][CH2:25][CH2:26][N:27]2[CH2:32][CH2:31][N:30]([C:33]3[C:37]4[CH:38]=[CH:39][CH:40]=[CH:41][C:36]=4[S:35][N:34]=3)[CH2:29][CH2:28]2)=[CH:20][CH:19]=1)[CH3:13])C.O.Cl. (6) Given the product [CH2:38]([N:14]1[C:13]([CH2:12][N:9]2[CH2:8][CH2:7][CH:6]([C:4]([OH:5])=[O:3])[CH2:11][CH2:10]2)=[N:21][C:20]2[C:15]1=[N:16][C:17]([C:28]1[C:36]([F:37])=[CH:35][CH:34]=[C:33]3[C:29]=1[CH:30]=[CH:31][NH:32]3)=[N:18][C:19]=2[N:22]1[CH2:23][CH2:24][O:25][CH2:26][CH2:27]1)[CH3:39], predict the reactants needed to synthesize it. The reactants are: C([O:3][C:4]([CH:6]1[CH2:11][CH2:10][N:9]([CH2:12][C:13]2[N:14]([CH2:38][CH3:39])[C:15]3[C:20]([N:21]=2)=[C:19]([N:22]2[CH2:27][CH2:26][O:25][CH2:24][CH2:23]2)[N:18]=[C:17]([C:28]2[C:36]([F:37])=[CH:35][CH:34]=[C:33]4[C:29]=2[CH:30]=[CH:31][NH:32]4)[N:16]=3)[CH2:8][CH2:7]1)=[O:5])C.[OH-].[Li+].